From a dataset of Catalyst prediction with 721,799 reactions and 888 catalyst types from USPTO. Predict which catalyst facilitates the given reaction. Reactant: CN(C)CCC[OH:6].[OH-].[K+].Cl/[C:11](/[C:33]1[CH:38]=[CH:37][CH:36]=[CH:35][CH:34]=1)=[CH:12]\[C:13]1[C:18]([C:19]#[N:20])=[C:17]([C:21]2[CH:26]=[CH:25][C:24]([O:27]C)=[CH:23][CH:22]=2)[N:16]=[C:15]2[NH:29][N:30]=[C:31]([CH3:32])[C:14]=12.B(Br)(Br)Br. Product: [OH:27][C:24]1[CH:23]=[CH:22][C:21]([C:17]2[N:16]=[C:15]3[NH:29][N:30]=[C:31]([CH3:32])[C:14]3=[C:13]([CH2:12][C:11](=[O:6])[C:33]3[CH:38]=[CH:37][CH:36]=[CH:35][CH:34]=3)[C:18]=2[C:19]#[N:20])=[CH:26][CH:25]=1. The catalyst class is: 58.